This data is from Reaction yield outcomes from USPTO patents with 853,638 reactions. The task is: Predict the reaction yield, written as a fraction of the theoretical maximum amount of product (1.0 means a 100% yield; for example, 0.34 means a 34% yield). The reactants are [CH2:1]([O:8][C:9]1[C:17]([F:18])=[CH:16][C:15]([Br:19])=[C:14]2[C:10]=1[CH:11]=[CH:12][NH:13]2)[C:2]1[CH:7]=[CH:6][CH:5]=[CH:4][CH:3]=1.[OH-].[K+].[CH3:22]I.O. The catalyst is CN(C=O)C. The product is [CH2:1]([O:8][C:9]1[C:17]([F:18])=[CH:16][C:15]([Br:19])=[C:14]2[C:10]=1[CH:11]=[CH:12][N:13]2[CH3:22])[C:2]1[CH:3]=[CH:4][CH:5]=[CH:6][CH:7]=1. The yield is 0.900.